Dataset: Reaction yield outcomes from USPTO patents with 853,638 reactions. Task: Predict the reaction yield, written as a fraction of the theoretical maximum amount of product (1.0 means a 100% yield; for example, 0.34 means a 34% yield). (1) The product is [CH3:1][O:2][C:3]1[C:8]([C:9]2[CH:14]=[CH:13][CH:12]=[C:11]([N+:15]([O-:17])=[O:16])[CH:10]=2)=[CH:7][C:6]([CH2:18][N:19]2[CH:24]=[CH:23][C:22]([C:25]([NH2:26])=[O:29])=[CH:21][C:20]2=[O:27])=[CH:5][CH:4]=1. The yield is 0.220. The reactants are [CH3:1][O:2][C:3]1[C:8]([C:9]2[CH:14]=[CH:13][CH:12]=[C:11]([N+:15]([O-:17])=[O:16])[CH:10]=2)=[CH:7][C:6]([CH2:18][N:19]2[CH:24]=[CH:23][C:22]([C:25]#[N:26])=[CH:21][C:20]2=[O:27])=[CH:5][CH:4]=1.Cl.[OH-:29].[Na+]. No catalyst specified. (2) The product is [CH3:26][C@@H:22]1[CH2:23][CH2:24][CH2:25][N:21]1[CH2:20][CH2:19][N:16]1[CH2:17][CH2:18][N:14]([CH:11]2[CH2:12][CH2:13][NH:8][CH2:9][CH2:10]2)[C:15]1=[C:27]([C:28]#[N:29])[C:30]#[N:31]. The reactants are C([N:8]1[CH2:13][CH2:12][CH:11]([N:14]2[CH2:18][CH2:17][N:16]([CH2:19][CH2:20][N:21]3[CH2:25][CH2:24][CH2:23][C@H:22]3[CH3:26])[C:15]2=[C:27]([C:30]#[N:31])[C:28]#[N:29])[CH2:10][CH2:9]1)C1C=CC=CC=1.ClC(OC(Cl)C)=O. The catalyst is ClCCCl. The yield is 0.628.